Dataset: Catalyst prediction with 721,799 reactions and 888 catalyst types from USPTO. Task: Predict which catalyst facilitates the given reaction. (1) Reactant: [CH3:1][O:2][C:3]1[CH:4]=[C:5]([C:12]2[C:21]3[C:16](=[CH:17][CH:18]=[C:19]([Cl:22])[CH:20]=3)[CH2:15][CH2:14][N:13]=2)[CH:6]=[CH:7][C:8]=1[N+:9]([O-])=O.C([O-])=O.[NH4+]. Product: [NH2:9][C:8]1[CH:7]=[CH:6][C:5]([C:12]2[C:21]3[C:16](=[CH:17][CH:18]=[C:19]([Cl:22])[CH:20]=3)[CH2:15][CH2:14][N:13]=2)=[CH:4][C:3]=1[O:2][CH3:1]. The catalyst class is: 19. (2) Reactant: Br[C:2]1[CH:3]=[CH:4][C:5]([O:8][C:9]2[CH:21]=[CH:20][C:12]([CH2:13][NH:14][CH2:15][CH2:16][CH:17]([CH3:19])[CH3:18])=[CH:11][CH:10]=2)=[N:6][CH:7]=1.[C:22]([NH2:25])(=[O:24])[CH3:23].N[C@@H]1CCCC[C@H]1N.C([O-])([O-])=O.[K+].[K+]. Product: [CH3:18][CH:17]([CH3:19])[CH2:16][CH2:15][NH:14][CH2:13][C:12]1[CH:20]=[CH:21][C:9]([O:8][C:5]2[N:6]=[CH:7][C:2]([NH:25][C:22](=[O:24])[CH3:23])=[CH:3][CH:4]=2)=[CH:10][CH:11]=1. The catalyst class is: 185. (3) Reactant: [NH2:1][C:2]1[CH:3]=[CH:4][C:5]([F:21])=[C:6]([C@:8]2([CH2:19][F:20])[CH2:13][C@@H:12]([C:14]([F:17])([F:16])[F:15])[O:11][C:10]([NH2:18])=[N:9]2)[CH:7]=1.C(N(CC)C(C)C)(C)C.[C:31]([C:33]1[CH:34]=[CH:35][C:36]([C:39](O)=[O:40])=[N:37][CH:38]=1)#[N:32].CCCP1(OP(CCC)(=O)OP(CCC)(=O)O1)=O. Product: [NH2:18][C:10]1[O:11][C@H:12]([C:14]([F:17])([F:15])[F:16])[CH2:13][C@:8]([C:6]2[CH:7]=[C:2]([NH:1][C:39](=[O:40])[C:36]3[CH:35]=[CH:34][C:33]([C:31]#[N:32])=[CH:38][N:37]=3)[CH:3]=[CH:4][C:5]=2[F:21])([CH2:19][F:20])[N:9]=1. The catalyst class is: 34. (4) Reactant: [CH3:1][O:2][C:3]1[CH:4]=[C:5]([CH:10]=[CH:11][C:12]=1[N+:13]([O-:15])=[O:14])[C:6]([NH:8][NH2:9])=[O:7].[Cl:16][CH2:17][C:18](Cl)=[O:19]. Product: [Cl:16][CH2:17][C:18]([NH:9][NH:8][C:6](=[O:7])[C:5]1[CH:10]=[CH:11][C:12]([N+:13]([O-:15])=[O:14])=[C:3]([O:2][CH3:1])[CH:4]=1)=[O:19]. The catalyst class is: 25. (5) Reactant: C(OC(=O)[NH:7][C:8]1[S:9][C:10]([C:14]2[CH:19]=[CH:18][N:17]=[C:16]([C:20]3([C:23]#[N:24])[CH2:22][CH2:21]3)[CH:15]=2)=[C:11]([CH3:13])[N:12]=1)(C)(C)C.C(O)(C(F)(F)F)=O. Product: [NH2:7][C:8]1[S:9][C:10]([C:14]2[CH:19]=[CH:18][N:17]=[C:16]([C:20]3([C:23]#[N:24])[CH2:22][CH2:21]3)[CH:15]=2)=[C:11]([CH3:13])[N:12]=1. The catalyst class is: 2.